This data is from Catalyst prediction with 721,799 reactions and 888 catalyst types from USPTO. The task is: Predict which catalyst facilitates the given reaction. (1) Reactant: [NH2:1][C:2]1[CH:3]=[C:4]([S:8]([NH2:11])(=[O:10])=[O:9])[CH:5]=[CH:6][CH:7]=1.[F:12][C:13]([F:25])([F:24])[O:14][C:15]1[CH:23]=[CH:22][C:18]([C:19](Cl)=[O:20])=[CH:17][CH:16]=1. Product: [NH2:11][S:8]([C:4]1[CH:3]=[C:2]([NH:1][C:19](=[O:20])[C:18]2[CH:22]=[CH:23][C:15]([O:14][C:13]([F:12])([F:24])[F:25])=[CH:16][CH:17]=2)[CH:7]=[CH:6][CH:5]=1)(=[O:9])=[O:10]. The catalyst class is: 17. (2) Reactant: [C:1]([C@H:5]1[CH2:10][CH2:9][C@H:8]([NH:11][C:12]2[N:13]=[CH:14][C:15]3[C:20]([C:21]=2[Cl:22])=[CH:19][C:18]([C:23]([O:25]C)=[O:24])=[CH:17][CH:16]=3)[CH2:7][CH2:6]1)([CH3:4])([CH3:3])[CH3:2].[OH-].[Na+]. Product: [C:1]([C@H:5]1[CH2:6][CH2:7][C@H:8]([NH:11][C:12]2[N:13]=[CH:14][C:15]3[C:20]([C:21]=2[Cl:22])=[CH:19][C:18]([C:23]([OH:25])=[O:24])=[CH:17][CH:16]=3)[CH2:9][CH2:10]1)([CH3:4])([CH3:2])[CH3:3]. The catalyst class is: 5. (3) Reactant: [F:1][C:2]1[CH:53]=[N:52][C:5]2[N:6]([C:31]3[CH:32]=[C:33]([C:37]4[CH:42]=[CH:41][C:40]([CH2:43][NH:44]C(=O)OC(C)(C)C)=[CH:39][CH:38]=4)[CH:34]=[CH:35][CH:36]=3)[C:7](=[O:30])[N:8]([C@H:11]3[CH2:16][CH2:15][C@@H:14]([NH:17][C:18]([C:20]4[N:21]=[C:22]5[CH:27]=[CH:26][C:25]([F:28])=[CH:24][N:23]5[CH:29]=4)=[O:19])[CH2:13][CH2:12]3)[C:9](=[O:10])[C:4]=2[CH:3]=1.[ClH:54]. Product: [ClH:54].[NH2:44][CH2:43][C:40]1[CH:39]=[CH:38][C:37]([C:33]2[CH:34]=[CH:35][CH:36]=[C:31]([N:6]3[C:5]4[N:52]=[CH:53][C:2]([F:1])=[CH:3][C:4]=4[C:9](=[O:10])[N:8]([C@@H:11]4[CH2:16][CH2:15][C@H:14]([NH:17][C:18]([C:20]5[N:21]=[C:22]6[CH:27]=[CH:26][C:25]([F:28])=[CH:24][N:23]6[CH:29]=5)=[O:19])[CH2:13][CH2:12]4)[C:7]3=[O:30])[CH:32]=2)=[CH:42][CH:41]=1. The catalyst class is: 12. (4) Reactant: [CH2:1]=[CH:2][CH2:3][CH2:4][CH2:5][CH3:6].[CH2:7]=[CH:8][CH2:9][CH2:10][CH2:11][CH2:12][CH2:13][CH2:14][CH2:15][CH2:16]CC. Product: [CH3:1][CH2:2][CH2:3][CH2:4]/[CH:5]=[CH:6]\[CH2:7][CH2:8][CH2:9][CH2:10][CH2:11][CH2:12][CH2:13][CH2:14][CH2:15][CH3:16]. The catalyst class is: 11. (5) Reactant: Cl.Cl.[C:3]1([CH2:9][N:10]2[CH2:15][CH2:14][CH:13]([NH:16][CH2:17][CH3:18])[CH2:12][CH2:11]2)[CH:8]=[CH:7][CH:6]=[CH:5][CH:4]=1.C(N(CC)C(C)C)(C)C.[CH3:28][S:29]([C:32]1[CH:37]=[CH:36][C:35]([CH2:38][C:39]([OH:41])=O)=[CH:34][CH:33]=1)(=[O:31])=[O:30].C1(N=C=NC2CCCCC2)CCCCC1. Product: [CH2:9]([N:10]1[CH2:15][CH2:14][CH:13]([N:16]([CH2:17][CH3:18])[C:39](=[O:41])[CH2:38][C:35]2[CH:34]=[CH:33][C:32]([S:29]([CH3:28])(=[O:30])=[O:31])=[CH:37][CH:36]=2)[CH2:12][CH2:11]1)[C:3]1[CH:4]=[CH:5][CH:6]=[CH:7][CH:8]=1. The catalyst class is: 172.